This data is from NCI-60 drug combinations with 297,098 pairs across 59 cell lines. The task is: Regression. Given two drug SMILES strings and cell line genomic features, predict the synergy score measuring deviation from expected non-interaction effect. (1) Drug 1: CS(=O)(=O)C1=CC(=C(C=C1)C(=O)NC2=CC(=C(C=C2)Cl)C3=CC=CC=N3)Cl. Drug 2: CC12CCC(CC1=CCC3C2CCC4(C3CC=C4C5=CN=CC=C5)C)O. Cell line: K-562. Synergy scores: CSS=20.2, Synergy_ZIP=-0.0357, Synergy_Bliss=7.30, Synergy_Loewe=4.61, Synergy_HSA=8.07. (2) Drug 1: C1CC(C1)(C(=O)O)C(=O)O.[NH2-].[NH2-].[Pt+2]. Drug 2: CCC1=C2CN3C(=CC4=C(C3=O)COC(=O)C4(CC)O)C2=NC5=C1C=C(C=C5)O. Cell line: DU-145. Synergy scores: CSS=59.1, Synergy_ZIP=4.17, Synergy_Bliss=3.79, Synergy_Loewe=-28.7, Synergy_HSA=-0.0366. (3) Drug 1: CNC(=O)C1=CC=CC=C1SC2=CC3=C(C=C2)C(=NN3)C=CC4=CC=CC=N4. Drug 2: CC1=C(C=C(C=C1)NC(=O)C2=CC=C(C=C2)CN3CCN(CC3)C)NC4=NC=CC(=N4)C5=CN=CC=C5. Cell line: COLO 205. Synergy scores: CSS=-8.86, Synergy_ZIP=2.16, Synergy_Bliss=-0.894, Synergy_Loewe=-5.48, Synergy_HSA=-5.35. (4) Drug 1: CC=C1C(=O)NC(C(=O)OC2CC(=O)NC(C(=O)NC(CSSCCC=C2)C(=O)N1)C(C)C)C(C)C. Drug 2: CC1C(C(CC(O1)OC2CC(CC3=C2C(=C4C(=C3O)C(=O)C5=CC=CC=C5C4=O)O)(C(=O)C)O)N)O. Cell line: SNB-19. Synergy scores: CSS=70.6, Synergy_ZIP=0.949, Synergy_Bliss=-1.52, Synergy_Loewe=0.929, Synergy_HSA=3.06. (5) Drug 1: C1=NC(=NC(=O)N1C2C(C(C(O2)CO)O)O)N. Synergy scores: CSS=21.5, Synergy_ZIP=-4.98, Synergy_Bliss=-0.314, Synergy_Loewe=-0.305, Synergy_HSA=3.16. Cell line: DU-145. Drug 2: CCN(CC)CCCC(C)NC1=C2C=C(C=CC2=NC3=C1C=CC(=C3)Cl)OC. (6) Drug 1: C1=CC(=CC=C1CCC2=CNC3=C2C(=O)NC(=N3)N)C(=O)NC(CCC(=O)O)C(=O)O. Drug 2: C(CCl)NC(=O)N(CCCl)N=O. Cell line: NCI-H460. Synergy scores: CSS=19.4, Synergy_ZIP=-4.07, Synergy_Bliss=-9.27, Synergy_Loewe=-8.49, Synergy_HSA=-7.16. (7) Drug 1: C1CN(P(=O)(OC1)NCCCl)CCCl. Drug 2: CCC1(C2=C(COC1=O)C(=O)N3CC4=CC5=C(C=CC(=C5CN(C)C)O)N=C4C3=C2)O.Cl. Cell line: SR. Synergy scores: CSS=68.0, Synergy_ZIP=2.74, Synergy_Bliss=2.84, Synergy_Loewe=-7.77, Synergy_HSA=3.87. (8) Drug 1: CN1CCC(CC1)COC2=C(C=C3C(=C2)N=CN=C3NC4=C(C=C(C=C4)Br)F)OC. Drug 2: CC1C(C(CC(O1)OC2CC(CC3=C2C(=C4C(=C3O)C(=O)C5=C(C4=O)C(=CC=C5)OC)O)(C(=O)C)O)N)O.Cl. Cell line: MDA-MB-435. Synergy scores: CSS=23.5, Synergy_ZIP=4.38, Synergy_Bliss=12.2, Synergy_Loewe=2.96, Synergy_HSA=8.33. (9) Drug 1: C1=CC(=CC=C1C#N)C(C2=CC=C(C=C2)C#N)N3C=NC=N3. Drug 2: CN1C2=C(C=C(C=C2)N(CCCl)CCCl)N=C1CCCC(=O)O.Cl. Cell line: NCI-H522. Synergy scores: CSS=2.90, Synergy_ZIP=-0.276, Synergy_Bliss=1.63, Synergy_Loewe=-0.674, Synergy_HSA=0.172. (10) Drug 1: CC1=C2C(C(=O)C3(C(CC4C(C3C(C(C2(C)C)(CC1OC(=O)C(C(C5=CC=CC=C5)NC(=O)C6=CC=CC=C6)O)O)OC(=O)C7=CC=CC=C7)(CO4)OC(=O)C)O)C)OC(=O)C. Drug 2: CC12CCC3C(C1CCC2OP(=O)(O)O)CCC4=C3C=CC(=C4)OC(=O)N(CCCl)CCCl.[Na+]. Cell line: M14. Synergy scores: CSS=70.8, Synergy_ZIP=24.1, Synergy_Bliss=24.2, Synergy_Loewe=17.6, Synergy_HSA=26.0.